Dataset: Full USPTO retrosynthesis dataset with 1.9M reactions from patents (1976-2016). Task: Predict the reactants needed to synthesize the given product. Given the product [F:1][C:2]1[CH:13]=[CH:12][C:5]2[N:6]=[N:21][N:14]([CH2:15][C:16]([OH:18])=[O:17])[C:9](=[O:10])[C:4]=2[CH:3]=1, predict the reactants needed to synthesize it. The reactants are: [F:1][C:2]1[CH:13]=[CH:12][C:5]2[NH:6]C(=O)O[C:9](=[O:10])[C:4]=2[CH:3]=1.[NH2:14][CH2:15][C:16]([OH:18])=[O:17].C([N:21](CC)CC)C.Cl.N([O-])=O.[Na+].